From a dataset of Reaction yield outcomes from USPTO patents with 853,638 reactions. Predict the reaction yield, written as a fraction of the theoretical maximum amount of product (1.0 means a 100% yield; for example, 0.34 means a 34% yield). (1) The reactants are O=[C:2]1[CH2:7][CH2:6][N:5]([C:8]([O:10][C:11]([CH3:14])([CH3:13])[CH3:12])=[O:9])[CH2:4][CH2:3]1.C(O)(=O)C.C(O[BH-](OC(=O)C)OC(=O)C)(=O)C.[Na+].[C:33]1([C@H:39]2[CH2:41][C@@H:40]2[NH2:42])[CH:38]=[CH:37][CH:36]=[CH:35][CH:34]=1. The catalyst is ClCCCl. The product is [C:33]1([C@H:39]2[CH2:41][C@@H:40]2[NH:42][CH:2]2[CH2:7][CH2:6][N:5]([C:8]([O:10][C:11]([CH3:14])([CH3:13])[CH3:12])=[O:9])[CH2:4][CH2:3]2)[CH:38]=[CH:37][CH:36]=[CH:35][CH:34]=1. The yield is 0.520. (2) The reactants are [Cl:1][C:2]1[CH:21]=[CH:20][C:5]([CH2:6][NH:7][C:8](=[O:19])[NH:9][O:10][CH2:11][C:12]([O:14]C(C)(C)C)=[O:13])=[CH:4][CH:3]=1.Cl.O1CCOCC1. No catalyst specified. The product is [Cl:1][C:2]1[CH:3]=[CH:4][C:5]([CH2:6][NH:7][C:8](=[O:19])[NH:9][O:10][CH2:11][C:12]([OH:14])=[O:13])=[CH:20][CH:21]=1. The yield is 1.00. (3) The reactants are C(N(CC)C(C)C)(C)C.C([Li])CCC.[C:15]([O:18][C:19]([CH3:22])([CH3:21])[CH3:20])(=[O:17])[CH3:16].[CH3:23][C:24]1[C:32]([C:33](OCC)=[O:34])=[C:27]2[CH:28]=[CH:29][CH:30]=[CH:31][N:26]2[N:25]=1.[Cl-].[NH4+]. The catalyst is C1COCC1.CCOC(C)=O. The product is [CH3:23][C:24]1[C:32]([C:33](=[O:34])[CH2:16][C:15]([O:18][C:19]([CH3:22])([CH3:21])[CH3:20])=[O:17])=[C:27]2[CH:28]=[CH:29][CH:30]=[CH:31][N:26]2[N:25]=1. The yield is 0.320. (4) The reactants are [CH:1]1([C:7]2[CH:12]=[CH:11][C:10](B(O)O)=[C:9]([F:16])[C:8]=2[O:17][CH2:18][O:19][CH3:20])[CH2:6][CH2:5][CH2:4][CH2:3][CH2:2]1.[NH2:21][C:22]1[N:27]=[CH:26][C:25](Br)=[CH:24][N:23]=1.C1COCC1.C([O-])([O-])=O.[Na+].[Na+]. The catalyst is CCOC(C)=O. The product is [CH:1]1([C:7]2[CH:12]=[CH:11][C:10]([C:25]3[CH:24]=[N:23][C:22]([NH2:21])=[N:27][CH:26]=3)=[C:9]([F:16])[C:8]=2[O:17][CH2:18][O:19][CH3:20])[CH2:6][CH2:5][CH2:4][CH2:3][CH2:2]1. The yield is 0.510. (5) The reactants are [CH2:1]([O:8][C:9]1[CH:17]=[CH:16][CH:15]=[CH:14][C:10]=1[C:11]([OH:13])=O)[C:2]1[CH:7]=[CH:6][CH:5]=[CH:4][CH:3]=1.C(Cl)(=O)C(Cl)=O.[Cl:24][C:25]1[C:30]([NH2:31])=[CH:29][CH:28]=[C:27]([C:32]([F:35])([F:34])[F:33])[N:26]=1.C(N(CC)CC)C. The catalyst is C1COCC1.CN(C=O)C.C1(C)C=CC=CC=1. The product is [CH2:1]([O:8][C:9]1[CH:17]=[CH:16][CH:15]=[CH:14][C:10]=1[C:11]([NH:31][C:30]1[C:25]([Cl:24])=[N:26][C:27]([C:32]([F:34])([F:33])[F:35])=[CH:28][CH:29]=1)=[O:13])[C:2]1[CH:3]=[CH:4][CH:5]=[CH:6][CH:7]=1. The yield is 0.730. (6) The reactants are F[B-](F)(F)F.[CH3:6][O+:7]([CH3:9])C.[C:10]1(=[O:27])[N:14]([CH:15]2[CH2:20][CH2:19][CH2:18][NH:17]C2=O)[C:13](=[O:22])[C:12]2=[CH:23][CH:24]=[CH:25][CH:26]=[C:11]12.C(=O)([O-])O.[Na+]. The catalyst is ClCCl. The product is [CH3:6][O:7][C:9]1[CH:15]([N:14]2[C:10](=[O:27])[C:11]3[C:12](=[CH:23][CH:24]=[CH:25][CH:26]=3)[C:13]2=[O:22])[CH2:20][CH2:19][CH2:18][N:17]=1. The yield is 0.990. (7) The reactants are C([O:3][C:4](=[O:40])[CH2:5][CH2:6][C:7]1[CH:12]=[CH:11][C:10]([O:13][C:14]2[CH:19]=[C:18]([O:20][C:21]3[CH:26]=[CH:25][C:24]([C:27]([F:30])([F:29])[F:28])=[CH:23][C:22]=3[O:31][C:32]3[CH:37]=[CH:36][CH:35]=[CH:34][CH:33]=3)[CH:17]=[C:16]([CH3:38])[CH:15]=2)=[CH:9][C:8]=1[CH3:39])C.[OH-].[Na+].Cl. The catalyst is C(O)C.O. The product is [CH3:39][C:8]1[CH:9]=[C:10]([O:13][C:14]2[CH:19]=[C:18]([O:20][C:21]3[CH:26]=[CH:25][C:24]([C:27]([F:30])([F:29])[F:28])=[CH:23][C:22]=3[O:31][C:32]3[CH:37]=[CH:36][CH:35]=[CH:34][CH:33]=3)[CH:17]=[C:16]([CH3:38])[CH:15]=2)[CH:11]=[CH:12][C:7]=1[CH2:6][CH2:5][C:4]([OH:40])=[O:3]. The yield is 1.00. (8) The catalyst is CO.C1COCC1. The yield is 0.320. The reactants are [BH4-].[Na+].[Cl-].[Cl-].[Ca+2].C([O:8][C:9]([C:11]1[CH:16]=[N:15][CH:14]=[C:13]2[S:17][C:18]([C:20]([O:22][C:23]([CH3:26])([CH3:25])[CH3:24])=[O:21])=[CH:19][C:12]=12)=O)C. The product is [OH:8][CH2:9][C:11]1[CH:16]=[N:15][CH:14]=[C:13]2[S:17][C:18]([C:20]([O:22][C:23]([CH3:26])([CH3:25])[CH3:24])=[O:21])=[CH:19][C:12]=12. (9) The reactants are Cl[C:2]1[CH:3]=[C:4]([O:35][CH3:36])[C:5]2[N:6]([C:8]([C:29]3[CH:34]=[CH:33][CH:32]=[CH:31][CH:30]=3)=[C:9]([C:11]3[CH:16]=[CH:15][C:14]([C:17]4([NH:21][C:22](=[O:28])[O:23][C:24]([CH3:27])([CH3:26])[CH3:25])[CH2:20][CH2:19][CH2:18]4)=[CH:13][CH:12]=3)[N:10]=2)[N:7]=1.[NH3:37].[CH3:38][OH:39]. No catalyst specified. The product is [C:38]([C:2]1[CH:3]=[C:4]([O:35][CH3:36])[C:5]2[N:6]([C:8]([C:29]3[CH:30]=[CH:31][CH:32]=[CH:33][CH:34]=3)=[C:9]([C:11]3[CH:12]=[CH:13][C:14]([C:17]4([NH:21][C:22](=[O:28])[O:23][C:24]([CH3:26])([CH3:27])[CH3:25])[CH2:18][CH2:19][CH2:20]4)=[CH:15][CH:16]=3)[N:10]=2)[N:7]=1)(=[O:39])[NH2:37]. The yield is 0.570.